Dataset: Forward reaction prediction with 1.9M reactions from USPTO patents (1976-2016). Task: Predict the product of the given reaction. (1) Given the reactants [CH2:1]([O:3][CH:4]([O:12][CH2:13][CH3:14])[C:5]#[C:6][CH:7]([OH:11])[CH:8]([CH3:10])[CH3:9])[CH3:2], predict the reaction product. The product is: [CH2:13]([O:12][CH:4]([O:3][CH2:1][CH3:2])[C:5]#[C:6][C:7](=[O:11])[CH:8]([CH3:9])[CH3:10])[CH3:14]. (2) Given the reactants [CH3:1][O:2][CH2:3][C:4]1[CH:9]=[C:8]([C:10]2[O:14][N:13]=[C:12]([C:15]3[CH:16]=[C:17]([CH2:21][OH:22])[CH:18]=[CH:19][CH:20]=3)[N:11]=2)[CH:7]=[CH:6][C:5]=1[C:23]1[CH:28]=[CH:27][CH:26]=[CH:25][C:24]=1[CH3:29].Br[CH2:31][C:32]([O:34][C:35]([CH3:38])([CH3:37])[CH3:36])=[O:33].[OH-].[Na+], predict the reaction product. The product is: [CH3:1][O:2][CH2:3][C:4]1[CH:9]=[C:8]([C:10]2[O:14][N:13]=[C:12]([C:15]3[CH:16]=[C:17]([CH:18]=[CH:19][CH:20]=3)[CH2:21][O:22][CH2:31][C:32]([O:34][C:35]([CH3:38])([CH3:37])[CH3:36])=[O:33])[N:11]=2)[CH:7]=[CH:6][C:5]=1[C:23]1[CH:28]=[CH:27][CH:26]=[CH:25][C:24]=1[CH3:29]. (3) Given the reactants [OH:1][C:2]1([CH2:15][CH:16]=O)[CH2:14][CH2:13][C:5]2([O:10][CH2:9][C:8]([CH3:12])([CH3:11])[CH2:7][O:6]2)[CH2:4][CH2:3]1.[F:18][C:19]1[CH:24]=[C:23]([F:25])[CH:22]=[CH:21][C:20]=1[C@@H:26]([NH2:28])[CH3:27], predict the reaction product. The product is: [F:18][C:19]1[CH:24]=[C:23]([F:25])[CH:22]=[CH:21][C:20]=1[C@@H:26]([NH:28][CH2:16][CH2:15][C:2]1([OH:1])[CH2:3][CH2:4][C:5]2([O:6][CH2:7][C:8]([CH3:11])([CH3:12])[CH2:9][O:10]2)[CH2:13][CH2:14]1)[CH3:27]. (4) The product is: [Cl:17][C:18]1[N:23]=[C:22]([Cl:24])[C:21]([C:25]([NH:7][CH:1]2[CH2:6][CH2:5][CH2:4][CH2:3][CH2:2]2)=[O:26])=[CH:20][N:19]=1. Given the reactants [CH:1]1([NH2:7])[CH2:6][CH2:5][CH2:4][CH2:3][CH2:2]1.C(N(C(C)C)C(C)C)C.[Cl:17][C:18]1[N:23]=[C:22]([Cl:24])[C:21]([C:25](Cl)=[O:26])=[CH:20][N:19]=1, predict the reaction product. (5) Given the reactants [N:1]([C:4]1[N:9]=[CH:8][N:7]=[C:6]([O:10][C:11]2[CH:12]=[C:13]3[C:17](=[CH:18][CH:19]=2)[NH:16][CH:15]=[CH:14]3)[CH:5]=1)=[N+]=[N-], predict the reaction product. The product is: [NH2:1][C:4]1[N:9]=[CH:8][N:7]=[C:6]([O:10][C:11]2[CH:12]=[C:13]3[C:17](=[CH:18][CH:19]=2)[NH:16][CH:15]=[CH:14]3)[CH:5]=1. (6) Given the reactants [F:1][C:2]1[CH:7]=[CH:6][C:5]([N:8]2[C:11](=[O:12])[C@H:10]([S:13][CH2:14][C:15]([C:17]3[CH:22]=[CH:21][C:20]([O:23][CH3:24])=[CH:19][CH:18]=3)=[O:16])[C@H:9]2[C:25]2[CH:39]=[CH:38][C:28]([O:29][CH2:30][C:31]([NH:33][CH2:34]C(O)=O)=[O:32])=[CH:27][CH:26]=2)=[CH:4][CH:3]=1.CN1CC[O:44][CH2:43]C1.ON1C2C=CC=CC=2N=N1.CN(C(ON1N=NC2C=CC=CC1=2)=[N+](C)C)C.[B-](F)(F)(F)F.[NH2:79][CH:80]([CH:85]1[CH2:90][CH2:89][CH2:88][CH2:87][CH2:86]1)[CH2:81][C:82]([OH:84])=[O:83], predict the reaction product. The product is: [CH:85]1([CH:80]([NH:79][C:43](=[O:44])[CH2:34][NH:33][C:31](=[O:32])[CH2:30][O:29][C:28]2[CH:38]=[CH:39][C:25]([C@@H:9]3[C@@H:10]([S:13][CH2:14][C:15]([C:17]4[CH:18]=[CH:19][C:20]([O:23][CH3:24])=[CH:21][CH:22]=4)=[O:16])[C:11](=[O:12])[N:8]3[C:5]3[CH:6]=[CH:7][C:2]([F:1])=[CH:3][CH:4]=3)=[CH:26][CH:27]=2)[CH2:81][C:82]([OH:84])=[O:83])[CH2:90][CH2:89][CH2:88][CH2:87][CH2:86]1. (7) The product is: [NH2:1][C:2]1[C:3]2[N:21]([CH2:22][CH2:23][CH2:24][OH:25])[C:10]([NH:12][C:13]3[CH:18]=[CH:17][C:16]([Cl:19])=[CH:15][C:14]=3[Cl:20])=[N:9][C:4]=2[CH:5]=[C:6]([F:8])[CH:7]=1. Given the reactants [NH2:1][C:2]1[C:3]([NH:21][CH2:22][CH2:23][CH2:24][OH:25])=[C:4]([NH:9][C:10]([NH:12][C:13]2[CH:18]=[CH:17][C:16]([Cl:19])=[CH:15][C:14]=2[Cl:20])=S)[CH:5]=[C:6]([F:8])[CH:7]=1.C(N(CC)CC)C.Cl.C(N=C=NCCCN(C)C)C, predict the reaction product.